From a dataset of Full USPTO retrosynthesis dataset with 1.9M reactions from patents (1976-2016). Predict the reactants needed to synthesize the given product. (1) Given the product [NH2:11][C:9]1[N:10]=[C:4]2[CH:3]=[C:2]([C:32]3[CH:31]=[CH:30][C:29]([NH:28][C:26](=[O:27])[C@@H:25]([C:22]4[CH:21]=[CH:20][C:19]([F:18])=[CH:24][CH:23]=4)[CH3:38])=[CH:34][CH:33]=3)[CH:7]=[CH:6][N:5]2[N:8]=1, predict the reactants needed to synthesize it. The reactants are: Br[C:2]1[CH:7]=[CH:6][N:5]2[N:8]=[C:9]([NH2:11])[N:10]=[C:4]2[CH:3]=1.C(=O)([O-])[O-].[K+].[K+].[F:18][C:19]1[CH:24]=[CH:23][C:22]([C@@H:25]([CH3:38])[C:26]([NH:28][C:29]2[CH:34]=[CH:33][C:32](B(O)O)=[CH:31][CH:30]=2)=[O:27])=[CH:21][CH:20]=1.C1(P(C2C=CC=CC=2)C2C=CC=CC=2)C=CC=CC=1. (2) Given the product [F:15][C:12]1[CH:13]=[CH:14][C:9]([C@@H:7]([NH:6][C:4](=[O:5])[C:3]2[CH:16]=[C:17]([C:20]([F:23])([F:22])[F:21])[CH:18]=[N:19][C:2]=2[NH:38][CH2:37][C:36]2[CH:35]=[CH:34][C:33]([C:31]3[CH:32]=[C:27]4[CH:26]=[N:25][NH:24][C:28]4=[N:29][CH:30]=3)=[CH:40][CH:39]=2)[CH3:8])=[CH:10][CH:11]=1, predict the reactants needed to synthesize it. The reactants are: Cl[C:2]1[N:19]=[CH:18][C:17]([C:20]([F:23])([F:22])[F:21])=[CH:16][C:3]=1[C:4]([NH:6][C@H:7]([C:9]1[CH:14]=[CH:13][C:12]([F:15])=[CH:11][CH:10]=1)[CH3:8])=[O:5].[NH:24]1[C:28]2=[N:29][CH:30]=[C:31]([C:33]3[CH:40]=[CH:39][C:36]([CH2:37][NH2:38])=[CH:35][CH:34]=3)[CH:32]=[C:27]2[CH:26]=[N:25]1.CS(C)=O.C(N(CC)CC)C.